From a dataset of Reaction yield outcomes from USPTO patents with 853,638 reactions. Predict the reaction yield, written as a fraction of the theoretical maximum amount of product (1.0 means a 100% yield; for example, 0.34 means a 34% yield). (1) The reactants are [NH2:1][C:2]1[CH:3]=[C:4]([CH:19]=[CH:20][CH:21]=1)[O:5][C:6]1[C:15]2[C:10](=[CH:11][C:12]([OH:18])=[C:13]([O:16][CH3:17])[CH:14]=2)[N:9]=[CH:8][N:7]=1.[F:22][C:23]([C:26]1[CH:30]=[C:29]([NH:31][C:32](=O)[O:33]C2C=CC(Cl)=CC=2)[O:28][N:27]=1)([CH3:25])[CH3:24]. The catalyst is CN(C=O)C. The product is [F:22][C:23]([C:26]1[CH:30]=[C:29]([NH:31][C:32]([NH:1][C:2]2[CH:21]=[CH:20][CH:19]=[C:4]([O:5][C:6]3[C:15]4[C:10](=[CH:11][C:12]([OH:18])=[C:13]([O:16][CH3:17])[CH:14]=4)[N:9]=[CH:8][N:7]=3)[CH:3]=2)=[O:33])[O:28][N:27]=1)([CH3:24])[CH3:25]. The yield is 0.130. (2) The reactants are [C:1]([C:5]1[CH:6]=[C:7]2[C:12](=[C:13]([F:15])[CH:14]=1)[C:11](=[O:16])[N:10]([C:17]1[CH:24]=[C:23]([F:25])[CH:22]=[C:21]([C:26]3[CH:31]=[C:30]([NH:32][C:33]4[CH:38]=[CH:37][C:36]([N:39]5[CH2:44][CH2:43][N:42]([CH:45]6[CH2:48][O:47][CH2:46]6)[CH2:41][C@H:40]5[CH3:49])=[CH:35][N:34]=4)[C:29](=[O:50])[N:28]([CH3:51])[CH:27]=3)[C:18]=1[CH:19]=[O:20])[N:9]=[CH:8]2)([CH3:4])([CH3:3])[CH3:2].[BH4-].[Na+]. The catalyst is CO. The product is [C:1]([C:5]1[CH:6]=[C:7]2[C:12](=[C:13]([F:15])[CH:14]=1)[C:11](=[O:16])[N:10]([C:17]1[CH:24]=[C:23]([F:25])[CH:22]=[C:21]([C:26]3[CH:31]=[C:30]([NH:32][C:33]4[CH:38]=[CH:37][C:36]([N:39]5[CH2:44][CH2:43][N:42]([CH:45]6[CH2:46][O:47][CH2:48]6)[CH2:41][C@H:40]5[CH3:49])=[CH:35][N:34]=4)[C:29](=[O:50])[N:28]([CH3:51])[CH:27]=3)[C:18]=1[CH2:19][OH:20])[N:9]=[CH:8]2)([CH3:2])([CH3:3])[CH3:4]. The yield is 0.490.